Dataset: NCI-60 drug combinations with 297,098 pairs across 59 cell lines. Task: Regression. Given two drug SMILES strings and cell line genomic features, predict the synergy score measuring deviation from expected non-interaction effect. (1) Drug 1: CN(C(=O)NC(C=O)C(C(C(CO)O)O)O)N=O. Drug 2: C1C(C(OC1N2C=NC(=NC2=O)N)CO)O. Cell line: CCRF-CEM. Synergy scores: CSS=34.5, Synergy_ZIP=0.915, Synergy_Bliss=0.858, Synergy_Loewe=-27.1, Synergy_HSA=2.03. (2) Drug 1: CC=C1C(=O)NC(C(=O)OC2CC(=O)NC(C(=O)NC(CSSCCC=C2)C(=O)N1)C(C)C)C(C)C. Drug 2: CCN(CC)CCCC(C)NC1=C2C=C(C=CC2=NC3=C1C=CC(=C3)Cl)OC. Cell line: MDA-MB-231. Synergy scores: CSS=45.2, Synergy_ZIP=1.25, Synergy_Bliss=1.13, Synergy_Loewe=-14.0, Synergy_HSA=3.48.